This data is from NCI-60 drug combinations with 297,098 pairs across 59 cell lines. The task is: Regression. Given two drug SMILES strings and cell line genomic features, predict the synergy score measuring deviation from expected non-interaction effect. Drug 1: COC1=CC(=CC(=C1O)OC)C2C3C(COC3=O)C(C4=CC5=C(C=C24)OCO5)OC6C(C(C7C(O6)COC(O7)C8=CC=CS8)O)O. Drug 2: C(CN)CNCCSP(=O)(O)O. Cell line: NCI-H322M. Synergy scores: CSS=1.69, Synergy_ZIP=3.30, Synergy_Bliss=-1.57, Synergy_Loewe=-6.60, Synergy_HSA=-2.06.